Task: Predict which catalyst facilitates the given reaction.. Dataset: Catalyst prediction with 721,799 reactions and 888 catalyst types from USPTO (1) Reactant: CO[C:3]([C:5]1[N:6]=[C:7]2[CH:23]=[CH:22][C:21]([CH3:24])=[CH:20][N:8]2[C:9](=[O:19])[C:10]=1[O:11][CH2:12][C:13]1[CH:18]=[CH:17][CH:16]=[CH:15][CH:14]=1)=[O:4].[NH2:25][NH2:26]. Product: [CH2:12]([O:11][C:10]1[C:9](=[O:19])[N:8]2[CH:20]=[C:21]([CH3:24])[CH:22]=[CH:23][C:7]2=[N:6][C:5]=1[C:3]([NH:25][NH2:26])=[O:4])[C:13]1[CH:18]=[CH:17][CH:16]=[CH:15][CH:14]=1. The catalyst class is: 5. (2) Reactant: C(NC(C)C)(C)C.C([Li])CCC.[F:13][C:14]1[CH:19]=[CH:18][N:17]=[CH:16][C:15]=1[CH3:20].[CH2:21]([Sn:25](Cl)([CH2:30][CH2:31][CH2:32][CH3:33])[CH2:26][CH2:27][CH2:28][CH3:29])[CH2:22][CH2:23][CH3:24].C(=O)(O)[O-].[Na+]. Product: [F:13][C:14]1[C:19]([Sn:25]([CH2:26][CH2:27][CH2:28][CH3:29])([CH2:30][CH2:31][CH2:32][CH3:33])[CH2:21][CH2:22][CH2:23][CH3:24])=[CH:18][N:17]=[CH:16][C:15]=1[CH3:20]. The catalyst class is: 1. (3) Reactant: C([Li])CCC.[CH3:6][P:7](=[O:12])([O:10][CH3:11])[O:8][CH3:9].[C:13](OC)(=[O:20])[C:14]1[CH:19]=[CH:18][CH:17]=[N:16][CH:15]=1. Product: [O:20]=[C:13]([C:14]1[CH:15]=[N:16][CH:17]=[CH:18][CH:19]=1)[CH2:6][P:7](=[O:12])([O:10][CH3:11])[O:8][CH3:9]. The catalyst class is: 1. (4) Reactant: [S:1]1[CH:5]=[C:4]([C:6]([O:8][C:9]([CH3:12])([CH3:11])[CH3:10])=[O:7])[N:3]=[C:2]1[C:13]([O:15]CC)=[O:14].C(OC(C1N=C(C([O-])=O)SC=1)=O)(C)(C)C.[Na+].[Li+].[OH-]. Product: [C:9]([O:8][C:6]([C:4]1[N:3]=[C:2]([C:13]([OH:15])=[O:14])[S:1][CH:5]=1)=[O:7])([CH3:12])([CH3:10])[CH3:11]. The catalyst class is: 14. (5) Reactant: COC[O:4][C:5]1[CH:10]=[CH:9][C:8]([C:11]2[CH:20]=[CH:19][CH:18]=[C:17]3[C:12]=2[CH:13]=[CH:14][N:15]=[C:16]3[NH:21][C:22]2[CH:23]=[C:24]3[C:29](=[CH:30][CH:31]=2)[N:28]=[CH:27][CH:26]=[CH:25]3)=[CH:7][CH:6]=1.Cl.CO. The catalyst class is: 24. Product: [OH:4][C:5]1[CH:10]=[CH:9][C:8]([C:11]2[CH:20]=[CH:19][CH:18]=[C:17]3[C:12]=2[CH:13]=[CH:14][N:15]=[C:16]3[NH:21][C:22]2[CH:23]=[C:24]3[C:29](=[CH:30][CH:31]=2)[N:28]=[CH:27][CH:26]=[CH:25]3)=[CH:7][CH:6]=1. (6) Reactant: [C:1]([O:5][C:6](=[O:21])[NH:7][C:8]1[C:13]([C:14](=[O:19])[C:15]([F:18])([F:17])[F:16])=[CH:12][CH:11]=[C:10](Cl)[N:9]=1)([CH3:4])([CH3:3])[CH3:2].[C:22]([NH:29][CH2:30][CH2:31][NH2:32])([O:24][C:25]([CH3:28])([CH3:27])[CH3:26])=[O:23].C(N(CC)C(C)C)(C)C. Product: [C:1]([O:5][C:6](=[O:21])[NH:7][C:8]1[C:13]([C:14](=[O:19])[C:15]([F:18])([F:17])[F:16])=[CH:12][CH:11]=[C:10]([NH:32][CH2:31][CH2:30][NH:29][C:22]([O:24][C:25]([CH3:28])([CH3:27])[CH3:26])=[O:23])[N:9]=1)([CH3:4])([CH3:3])[CH3:2]. The catalyst class is: 829. (7) Product: [CH:1]1[C:10]2[C:4]([CH:5]=[CH:6][CH:7]=[CH:8][CH:9]=2)=[CH:3][C:2]=1[CH2:11][C:12]1[CH:13]=[CH:14][C:15]([OH:57])=[C:16]([C@@H:18]2[O:47][C@H:46]([CH2:48][OH:49])[C@@H:37]([OH:38])[C@H:28]([OH:29])[C@H:19]2[OH:20])[CH:17]=1. Reactant: [CH:1]1[C:10]2[C:4]([CH:5]=[CH:6][CH:7]=[CH:8][CH:9]=2)=[CH:3][C:2]=1[CH2:11][C:12]1[CH:13]=[CH:14][C:15]([O:57]CC2C=CC=CC=2)=[C:16]([C@@H:18]2[O:47][C@H:46]([CH2:48][O:49]CC3C=CC=CC=3)[C@@H:37]([O:38]CC3C=CC=CC=3)[C@H:28]([O:29]CC3C=CC=CC=3)[C@H:19]2[O:20]CC2C=CC=CC=2)[CH:17]=1.[Cl-].[Al+3].[Cl-].[Cl-].C1(OC)C=CC=CC=1. The catalyst class is: 2. (8) Reactant: [OH:1][C:2]1[CH:3]=[C:4]([C:14]2[N:15](C(OC(C)(C)C)=O)[C:16]([C:19]3[S:20][CH:21]=[CH:22][N:23]=3)=[CH:17][CH:18]=2)[CH:5]=[C:6]([O:8][C@@H:9]([CH3:13])[CH2:10][O:11][CH3:12])[CH:7]=1.[N:31]1([C:35]([C:37]2[CH:38]=[C:39]([Cl:44])[C:40](Cl)=[N:41][CH:42]=2)=[O:36])[CH2:34][CH2:33][CH2:32]1.[H-].[Na+].[Cl-].[NH4+]. Product: [N:31]1([C:35]([C:37]2[CH:38]=[C:39]([Cl:44])[C:40]([O:1][C:2]3[CH:3]=[C:4]([C:14]4[NH:15][C:16]([C:19]5[S:20][CH:21]=[CH:22][N:23]=5)=[CH:17][CH:18]=4)[CH:5]=[C:6]([O:8][C@@H:9]([CH3:13])[CH2:10][O:11][CH3:12])[CH:7]=3)=[N:41][CH:42]=2)=[O:36])[CH2:34][CH2:33][CH2:32]1. The catalyst class is: 16. (9) Reactant: [C:1]([C:5]1[CH:30]=[C:8]2[N:9]=[C:10]([CH3:29])[C:11]([CH:21]([CH2:26][CH2:27][CH3:28])[C:22]([O:24]C)=[O:23])=[C:12]([C:13]3[CH:18]=[CH:17][C:16]([CH3:19])=[CH:15][C:14]=3[Cl:20])[N:7]2[N:6]=1)([CH3:4])([CH3:3])[CH3:2].[OH-].[Na+]. Product: [C:1]([C:5]1[CH:30]=[C:8]2[N:9]=[C:10]([CH3:29])[C:11]([CH:21]([CH2:26][CH2:27][CH3:28])[C:22]([OH:24])=[O:23])=[C:12]([C:13]3[CH:18]=[CH:17][C:16]([CH3:19])=[CH:15][C:14]=3[Cl:20])[N:7]2[N:6]=1)([CH3:3])([CH3:4])[CH3:2]. The catalyst class is: 5. (10) Reactant: [F:1][C:2]1[CH:7]=[CH:6][C:5]([N:8]2[C:16]3[C:11](=[CH:12][C:13]([O:17][C@H:18]([C:24]4[CH:29]=[CH:28][CH:27]=[CH:26][CH:25]=4)[C@@H:19]([NH2:23])[CH2:20][CH2:21][CH3:22])=[CH:14][CH:15]=3)[CH:10]=[N:9]2)=[CH:4][CH:3]=1.C(N(CC)CC)C.C([O:40][CH2:41][C:42](Cl)=[O:43])(=O)C. Product: [F:1][C:2]1[CH:3]=[CH:4][C:5]([N:8]2[C:16]3[C:11](=[CH:12][C:13]([O:17][C@H:18]([C:24]4[CH:25]=[CH:26][CH:27]=[CH:28][CH:29]=4)[C@@H:19]([NH:23][C:41](=[O:40])[CH2:42][OH:43])[CH2:20][CH2:21][CH3:22])=[CH:14][CH:15]=3)[CH:10]=[N:9]2)=[CH:6][CH:7]=1. The catalyst class is: 1.